Dataset: NCI-60 drug combinations with 297,098 pairs across 59 cell lines. Task: Regression. Given two drug SMILES strings and cell line genomic features, predict the synergy score measuring deviation from expected non-interaction effect. (1) Drug 1: CC12CCC(CC1=CCC3C2CCC4(C3CC=C4C5=CN=CC=C5)C)O. Drug 2: COC1=C(C=C2C(=C1)N=CN=C2NC3=CC(=C(C=C3)F)Cl)OCCCN4CCOCC4. Cell line: A498. Synergy scores: CSS=33.1, Synergy_ZIP=5.28, Synergy_Bliss=6.96, Synergy_Loewe=0.188, Synergy_HSA=5.29. (2) Drug 1: CN(C)N=NC1=C(NC=N1)C(=O)N. Drug 2: CC12CCC3C(C1CCC2O)C(CC4=C3C=CC(=C4)O)CCCCCCCCCS(=O)CCCC(C(F)(F)F)(F)F. Cell line: NCI/ADR-RES. Synergy scores: CSS=1.53, Synergy_ZIP=-1.07, Synergy_Bliss=1.09, Synergy_Loewe=-2.16, Synergy_HSA=-0.0127. (3) Drug 1: CC1CCC2CC(C(=CC=CC=CC(CC(C(=O)C(C(C(=CC(C(=O)CC(OC(=O)C3CCCCN3C(=O)C(=O)C1(O2)O)C(C)CC4CCC(C(C4)OC)OCCO)C)C)O)OC)C)C)C)OC. Drug 2: CC1=C(C(=O)C2=C(C1=O)N3CC4C(C3(C2COC(=O)N)OC)N4)N. Cell line: RXF 393. Synergy scores: CSS=2.43, Synergy_ZIP=0.765, Synergy_Bliss=2.57, Synergy_Loewe=-1.25, Synergy_HSA=-1.17. (4) Drug 1: CC1OCC2C(O1)C(C(C(O2)OC3C4COC(=O)C4C(C5=CC6=C(C=C35)OCO6)C7=CC(=C(C(=C7)OC)O)OC)O)O. Drug 2: C1=NC2=C(N=C(N=C2N1C3C(C(C(O3)CO)O)O)F)N. Cell line: HS 578T. Synergy scores: CSS=11.9, Synergy_ZIP=-2.60, Synergy_Bliss=-6.10, Synergy_Loewe=-12.5, Synergy_HSA=-5.29.